From a dataset of HIV replication inhibition screening data with 41,000+ compounds from the AIDS Antiviral Screen. Binary Classification. Given a drug SMILES string, predict its activity (active/inactive) in a high-throughput screening assay against a specified biological target. (1) The drug is N=C(N)NS(=O)(=O)c1ccc(NC(=O)c2cccc3cc4ccccc4nc23)cc1. The result is 0 (inactive). (2) The drug is Cc1cc2cc3ccc4cccc5ccc(c2oc1=O)c3c45. The result is 0 (inactive). (3) The molecule is CC1N(C)C(=O)OC12CCN(CCCC(=O)c1ccc(F)cc1)CC2.Cl. The result is 0 (inactive). (4) The drug is O=C(C=Cc1ccccc1O)c1ccc([N+](=O)[O-])cc1. The result is 0 (inactive).